This data is from Kir2.1 potassium channel HTS with 301,493 compounds. The task is: Binary Classification. Given a drug SMILES string, predict its activity (active/inactive) in a high-throughput screening assay against a specified biological target. (1) The result is 0 (inactive). The compound is O=C(NC1CCCCC1)C(N(CC)CC)c1ccc(cc1)C. (2) The compound is s1c(N2C(C(=C(O)C2=O)C(=O)c2occc2)c2occc2)nc2c1cc(cc2C)C. The result is 0 (inactive). (3) The drug is S(=O)(=O)(N1C(CCC1)C(=O)NC(c1ccccc1)C)c1c2nsnc2ccc1. The result is 0 (inactive). (4) The molecule is o1c(nc2c1cccc2)c1c2c(n(CCCCC)c1N)c(=O)n(nc2[N+]([O-])=O)C. The result is 0 (inactive). (5) The drug is O(CCC)c1c(cccc1)/C=C(\C(=O)Nc1cccnc1)C#N. The result is 0 (inactive).